Binary Classification. Given a T-cell receptor sequence (or CDR3 region) and an epitope sequence, predict whether binding occurs between them. From a dataset of TCR-epitope binding with 47,182 pairs between 192 epitopes and 23,139 TCRs. (1) The epitope is KLMNIQQKL. The TCR CDR3 sequence is CASSLGANSPLHF. Result: 0 (the TCR does not bind to the epitope). (2) The epitope is GILGFVFTL. The TCR CDR3 sequence is CASSPQADYEQYF. Result: 1 (the TCR binds to the epitope). (3) The epitope is ITEEVGHTDLMAAY. The TCR CDR3 sequence is CASSQVLTASNQPQHF. Result: 1 (the TCR binds to the epitope). (4) The epitope is KLWAQCVQL. The TCR CDR3 sequence is CASSSSTVSWGEAFF. Result: 1 (the TCR binds to the epitope).